Dataset: Peptide-MHC class I binding affinity with 185,985 pairs from IEDB/IMGT. Task: Regression. Given a peptide amino acid sequence and an MHC pseudo amino acid sequence, predict their binding affinity value. This is MHC class I binding data. (1) The peptide sequence is YLHIHPFKI. The MHC is HLA-A03:01 with pseudo-sequence HLA-A03:01. The binding affinity (normalized) is 0.0847. (2) The peptide sequence is MPPLRFLGE. The MHC is HLA-B08:01 with pseudo-sequence HLA-B08:01. The binding affinity (normalized) is 0.274. (3) The peptide sequence is IPQSLDSAWTSL. The MHC is H-2-Ld with pseudo-sequence H-2-Ld. The binding affinity (normalized) is 0.764. (4) The peptide sequence is YLGTPNNTY. The MHC is HLA-B35:01 with pseudo-sequence HLA-B35:01. The binding affinity (normalized) is 0.465. (5) The peptide sequence is TVAYFNMVY. The MHC is HLA-A11:01 with pseudo-sequence HLA-A11:01. The binding affinity (normalized) is 0.621. (6) The peptide sequence is EVEHRTRVR. The MHC is HLA-B08:02 with pseudo-sequence HLA-B08:02. The binding affinity (normalized) is 0.0847. (7) The peptide sequence is SALNHTKKW. The MHC is HLA-B40:01 with pseudo-sequence HLA-B40:01. The binding affinity (normalized) is 0.0847.